From a dataset of NCI-60 drug combinations with 297,098 pairs across 59 cell lines. Regression. Given two drug SMILES strings and cell line genomic features, predict the synergy score measuring deviation from expected non-interaction effect. (1) Drug 1: C1=CC(=CC=C1CC(C(=O)O)N)N(CCCl)CCCl.Cl. Drug 2: C1CCC(C(C1)N)N.C(=O)(C(=O)[O-])[O-].[Pt+4]. Cell line: SK-MEL-28. Synergy scores: CSS=2.18, Synergy_ZIP=-1.62, Synergy_Bliss=-0.898, Synergy_Loewe=-5.35, Synergy_HSA=-4.11. (2) Drug 1: C1=CC(=CC=C1CC(C(=O)O)N)N(CCCl)CCCl.Cl. Drug 2: CC(C)(C#N)C1=CC(=CC(=C1)CN2C=NC=N2)C(C)(C)C#N. Cell line: NCI-H522. Synergy scores: CSS=13.2, Synergy_ZIP=-4.54, Synergy_Bliss=-0.132, Synergy_Loewe=1.91, Synergy_HSA=2.02.